From a dataset of Full USPTO retrosynthesis dataset with 1.9M reactions from patents (1976-2016). Predict the reactants needed to synthesize the given product. (1) Given the product [C:15]([NH:22][CH2:23][C:24](=[O:30])[CH2:25][CH2:26][C:27]([O:29][CH2:2][CH2:3][CH2:4][C:5]([O:7][CH2:8][C:9]1[CH:14]=[CH:13][CH:12]=[CH:11][CH:10]=1)=[O:6])=[O:28])([O:17][C:18]([CH3:21])([CH3:20])[CH3:19])=[O:16], predict the reactants needed to synthesize it. The reactants are: Br[CH2:2][CH2:3][CH2:4][C:5]([O:7][CH2:8][C:9]1[CH:14]=[CH:13][CH:12]=[CH:11][CH:10]=1)=[O:6].[C:15]([NH:22][CH2:23][C:24](=[O:30])[CH2:25][CH2:26][C:27]([O-:29])=[O:28])([O:17][C:18]([CH3:21])([CH3:20])[CH3:19])=[O:16].C(N(CC)CC)C. (2) Given the product [ClH:44].[NH:36]1[C:37]2[C:33](=[C:32]([O:31][CH2:30][C@@H:29]([OH:41])[CH2:28][NH:8][CH2:9][CH2:10][C:11]3[CH:12]=[CH:13][C:14]([S:17]([C:20]4[CH:21]=[CH:22][C:23]([O:26][CH3:27])=[CH:24][CH:25]=4)(=[O:19])=[O:18])=[CH:15][CH:16]=3)[CH:40]=[CH:39][CH:38]=2)[CH:34]=[CH:35]1, predict the reactants needed to synthesize it. The reactants are: C([N:8]([CH2:28][C@H:29]([OH:41])[CH2:30][O:31][C:32]1[CH:40]=[CH:39][CH:38]=[C:37]2[C:33]=1[CH:34]=[CH:35][NH:36]2)[CH2:9][CH2:10][C:11]1[CH:16]=[CH:15][C:14]([S:17]([C:20]2[CH:25]=[CH:24][C:23]([O:26][CH3:27])=[CH:22][CH:21]=2)(=[O:19])=[O:18])=[CH:13][CH:12]=1)C1C=CC=CC=1.[H][H].[Cl:44]C1C=CC=CC=1. (3) Given the product [Br:1][C:2]1[CH:11]=[C:10]2[C:5]([C:6]([NH:23][CH2:24][CH2:25][CH2:26][OH:27])=[C:7]([N+:12]([O-:14])=[O:13])[CH:8]=[N:9]2)=[CH:4][CH:3]=1, predict the reactants needed to synthesize it. The reactants are: [Br:1][C:2]1[CH:11]=[C:10]2[C:5]([C:6](Cl)=[C:7]([N+:12]([O-:14])=[O:13])[CH:8]=[N:9]2)=[CH:4][CH:3]=1.C(N(CC)CC)C.[NH2:23][CH:24](C)[CH2:25][CH2:26][OH:27]. (4) Given the product [CH3:1][O:2][C@H:3]1[CH2:8][CH2:7][C@H:6]([CH2:9][N:10]2[C:15](=[O:16])[CH2:14][NH:13][C:12]3[N:17]=[CH:18][C:19]([C:21]4[C:22]([CH3:29])=[CH:23][C:24]([C:27]([NH2:28])=[O:33])=[N:25][CH:26]=4)=[N:20][C:11]2=3)[CH2:5][CH2:4]1, predict the reactants needed to synthesize it. The reactants are: [CH3:1][O:2][C@H:3]1[CH2:8][CH2:7][C@H:6]([CH2:9][N:10]2[C:15](=[O:16])[CH2:14][NH:13][C:12]3[N:17]=[CH:18][C:19]([C:21]4[C:22]([CH3:29])=[CH:23][C:24]([C:27]#[N:28])=[N:25][CH:26]=4)=[N:20][C:11]2=3)[CH2:5][CH2:4]1.FC(F)(F)C(O)=[O:33].S(=O)(=O)(O)O.C(=O)([O-])[O-].[Na+].[Na+]. (5) The reactants are: [NH:1]1[C:9]2[C:4](=[CH:5][CH:6]=[CH:7][CH:8]=2)[CH:3]=[CH:2]1.[OH-].[K+].Br[CH:13]([OH:15])[CH3:14]. Given the product [OH:15][CH2:13][CH2:14][N:1]1[C:9]2[C:4](=[CH:5][CH:6]=[CH:7][CH:8]=2)[CH:3]=[CH:2]1, predict the reactants needed to synthesize it. (6) Given the product [CH3:1][O:2][C:3](=[O:16])[NH:4][C:5]1[O:6][C:7]2[C:13]([I:22])=[CH:12][CH:11]=[C:10]([O:14][CH3:15])[C:8]=2[N:9]=1, predict the reactants needed to synthesize it. The reactants are: [CH3:1][O:2][C:3](=[O:16])[NH:4][C:5]1[O:6][C:7]2[CH:13]=[CH:12][CH:11]=[C:10]([O:14][CH3:15])[C:8]=2[N:9]=1.C([O-])(=O)C.[Na+].[I:22]Cl. (7) Given the product [N:11]1[CH:16]=[CH:15][C:14]([CH:17]=[CH:18][C:19]2[CH:20]=[C:21]([NH:25][C:2]3[CH:3]=[C:4]([CH:8]=[CH:9][CH:10]=3)[C:5]([NH2:7])=[O:6])[CH:22]=[CH:23][CH:24]=2)=[CH:13][CH:12]=1, predict the reactants needed to synthesize it. The reactants are: Br[C:2]1[CH:3]=[C:4]([CH:8]=[CH:9][CH:10]=1)[C:5]([NH2:7])=[O:6].[N:11]1[CH:16]=[CH:15][C:14](/[CH:17]=[CH:18]/[C:19]2[CH:20]=[C:21]([NH2:25])[CH:22]=[CH:23][CH:24]=2)=[CH:13][CH:12]=1.CC(C1C=C(C(C)C)C(C2C=CC=CC=2P(C2CCCCC2)C2CCCCC2)=C(C(C)C)C=1)C.C([O-])([O-])=O.[K+].[K+].